From a dataset of Reaction yield outcomes from USPTO patents with 853,638 reactions. Predict the reaction yield, written as a fraction of the theoretical maximum amount of product (1.0 means a 100% yield; for example, 0.34 means a 34% yield). (1) The reactants are [Cl:1][C:2]1[CH:43]=[CH:42][C:5]([CH2:6][CH:7]([C:18]([N:20]2[CH2:25][CH2:24][N:23]([C:26]3[C:31]([C:32]4[CH:37]=[CH:36][CH:35]=[CH:34][CH:33]=4)=[CH:30][N:29]=[C:28]4[NH:38][CH:39]=[C:40]([CH3:41])[C:27]=34)[CH2:22][CH2:21]2)=[O:19])[CH2:8][CH2:9][NH:10]C(=O)OC(C)(C)C)=[CH:4][CH:3]=1.C(O)(C(F)(F)F)=O.C1(N)C(F)=C(F)C(F)=C(N)C=1F.Cl.Cl. The catalyst is C(Cl)Cl. The product is [NH2:10][CH2:9][CH2:8][CH:7]([CH2:6][C:5]1[CH:42]=[CH:43][C:2]([Cl:1])=[CH:3][CH:4]=1)[C:18]([N:20]1[CH2:21][CH2:22][N:23]([C:26]2[C:31]([C:32]3[CH:33]=[CH:34][CH:35]=[CH:36][CH:37]=3)=[CH:30][N:29]=[C:28]3[NH:38][CH:39]=[C:40]([CH3:41])[C:27]=23)[CH2:24][CH2:25]1)=[O:19]. The yield is 0.740. (2) The reactants are CS(C)=O.C(Cl)(=O)C(Cl)=O.[OH:11][CH:12]1[C:16]2[N:17]=[CH:18][N:19]=[C:20]([N:21]3[CH2:26][CH2:25][N:24]([C:27]([O:29][C:30]([CH3:33])([CH3:32])[CH3:31])=[O:28])[CH2:23][CH2:22]3)[C:15]=2[C@H:14]([CH3:34])[CH2:13]1.C(N(CC)CC)C. The catalyst is C(Cl)Cl.CCOC(C)=O.O. The product is [CH3:34][C@H:14]1[C:15]2[C:20]([N:21]3[CH2:26][CH2:25][N:24]([C:27]([O:29][C:30]([CH3:33])([CH3:32])[CH3:31])=[O:28])[CH2:23][CH2:22]3)=[N:19][CH:18]=[N:17][C:16]=2[C:12](=[O:11])[CH2:13]1. The yield is 0.823. (3) The reactants are [OH:1][CH2:2][CH2:3][NH:4][N:5]=[CH:6][C:7](=[N:10][OH:11])[C:8]#[N:9]. The catalyst is C(O)CCC. The product is [NH2:9][C:8]1[N:4]([CH2:3][CH2:2][OH:1])[N:5]=[CH:6][C:7]=1[N:10]=[O:11]. The yield is 0.640.